From a dataset of Reaction yield outcomes from USPTO patents with 853,638 reactions. Predict the reaction yield, written as a fraction of the theoretical maximum amount of product (1.0 means a 100% yield; for example, 0.34 means a 34% yield). The catalyst is ClCCl. The product is [CH2:13]1[C:12]2([CH2:15][CH2:16][NH:17][C@H:10]([CH2:9][NH:8][C:5]3[CH:4]=[CH:3][C:2]([Cl:1])=[CH:7][N:6]=3)[CH2:11]2)[CH2:14]1. The yield is 0.980. The reactants are [Cl:1][C:2]1[CH:3]=[CH:4][C:5]([NH:8][CH2:9][C@H:10]2[N:17](C(OC(C)(C)C)=O)[CH2:16][CH2:15][C:12]3([CH2:14][CH2:13]3)[CH2:11]2)=[N:6][CH:7]=1.FC(F)(F)C(O)=O.